From a dataset of Full USPTO retrosynthesis dataset with 1.9M reactions from patents (1976-2016). Predict the reactants needed to synthesize the given product. Given the product [N:29]1[CH:30]=[CH:31][C:26]([NH:25][CH2:1][C:3]2[CH:4]=[C:5]([NH:9][C:10]([C:12]3[C:24]4[CH2:23][C:22]5[C:17](=[CH:18][CH:19]=[CH:20][CH:21]=5)[C:16]=4[CH:15]=[CH:14][CH:13]=3)=[O:11])[CH:6]=[CH:7][CH:8]=2)=[N:27][CH:28]=1, predict the reactants needed to synthesize it. The reactants are: [CH:1]([C:3]1[CH:4]=[C:5]([NH:9][C:10]([C:12]2[C:24]3[CH2:23][C:22]4[C:17](=[CH:18][CH:19]=[CH:20][CH:21]=4)[C:16]=3[CH:15]=[CH:14][CH:13]=2)=[O:11])[CH:6]=[CH:7][CH:8]=1)=O.[NH2:25][C:26]1[CH:31]=[CH:30][N:29]=[CH:28][N:27]=1.CN(C)C=O.C(O[BH-](OC(=O)C)OC(=O)C)(=O)C.[Na+].